Task: Predict the reactants needed to synthesize the given product.. Dataset: Full USPTO retrosynthesis dataset with 1.9M reactions from patents (1976-2016) (1) Given the product [C:34]([O-:38])(=[O:18])[CH3:37].[NH4+:3].[Cl:1][C:2]1[CH:7]=[C:6]([C:8]2[C:16]3[C:11](=[N:12][CH:13]=[CH:14][CH:15]=3)[NH:10][CH:9]=2)[N:5]=[C:4]([NH:26][CH:27]2[CH2:32][CH2:31][CH2:30][CH:29]([NH:33][CH:34]3[CH2:37][CH2:36][CH2:35]3)[CH2:28]2)[N:3]=1, predict the reactants needed to synthesize it. The reactants are: [Cl:1][C:2]1[CH:7]=[C:6]([C:8]2[C:16]3[C:11](=[N:12][CH:13]=[CH:14][CH:15]=3)[N:10](S(C3C=CC=CC=3)(=O)=[O:18])[CH:9]=2)[N:5]=[C:4]([NH:26][CH:27]2[CH2:32][CH2:31][CH2:30][CH:29]([NH2:33])[CH2:28]2)[N:3]=1.[C:34]1(=[O:38])[CH2:37][CH2:36][CH2:35]1.[BH3-]C#N.[Na+]. (2) The reactants are: [C:1]([O:5][C:6]([N:8]1[CH2:13][CH2:12][C:11]([OH:22])([C:14]2[C:19]([Cl:20])=[CH:18][CH:17]=[C:16](Cl)[N:15]=2)[CH2:10][CH2:9]1)=[O:7])([CH3:4])([CH3:3])[CH3:2].C(=O)([O-])[O-].[K+].[K+].[CH2:29](B(CC)CC)[CH3:30].C1COCC1. Given the product [C:1]([O:5][C:6]([N:8]1[CH2:13][CH2:12][C:11]([OH:22])([C:14]2[C:19]([Cl:20])=[CH:18][CH:17]=[C:16]([CH2:29][CH3:30])[N:15]=2)[CH2:10][CH2:9]1)=[O:7])([CH3:4])([CH3:3])[CH3:2], predict the reactants needed to synthesize it.